From a dataset of Catalyst prediction with 721,799 reactions and 888 catalyst types from USPTO. Predict which catalyst facilitates the given reaction. (1) Reactant: [Cl:1][C:2]1[CH:7]=[CH:6][CH:5]=[CH:4][C:3]=1[C:8]1[N:9]([C:27]2[CH:32]=[CH:31][C:30]([Cl:33])=[CH:29][CH:28]=2)[CH:10]=[C:11]([C:13]([NH:15][CH:16]2[CH2:21][CH2:20][N:19](C(OCC)=O)[CH2:18][CH2:17]2)=[O:14])[N:12]=1.[Si](I)(C)(C)C.CO.C[O-].[Na+]. Product: [Cl:1][C:2]1[CH:7]=[CH:6][CH:5]=[CH:4][C:3]=1[C:8]1[N:9]([C:27]2[CH:28]=[CH:29][C:30]([Cl:33])=[CH:31][CH:32]=2)[CH:10]=[C:11]([C:13]([NH:15][CH:16]2[CH2:17][CH2:18][NH:19][CH2:20][CH2:21]2)=[O:14])[N:12]=1. The catalyst class is: 2. (2) Product: [ClH:1].[ClH:1].[C:19]1([C@H:25]([NH:27][C:2]2[C:11]3[C:6](=[CH:7][CH:8]=[CH:9][CH:10]=3)[C:5]([CH2:12][C:13]3[CH:18]=[CH:17][N:16]=[CH:15][CH:14]=3)=[N:4][N:3]=2)[CH3:26])[CH:24]=[CH:23][CH:22]=[CH:21][CH:20]=1. Reactant: [Cl:1][C:2]1[C:11]2[C:6](=[CH:7][CH:8]=[CH:9][CH:10]=2)[C:5]([CH2:12][C:13]2[CH:18]=[CH:17][N:16]=[CH:15][CH:14]=2)=[N:4][N:3]=1.[C:19]1([C@@H:25]([NH2:27])[CH3:26])[CH:24]=[CH:23][CH:22]=[CH:21][CH:20]=1.C(O)CCC. The catalyst class is: 6. (3) Reactant: [Li].[C:2]([O:6][C:7]([NH:9][CH2:10][CH2:11][CH2:12][CH2:13][CH2:14][N:15]1[CH:19]=[C:18]([C:20]2[CH:21]=[C:22]([CH:26]=[CH:27][CH:28]=2)[C:23]([OH:25])=O)[CH:17]=[N:16]1)=[O:8])([CH3:5])([CH3:4])[CH3:3].[CH3:29][O:30][C:31]([C:33]1[C:37]([NH2:38])=[CH:36][N:35]([CH:39]2[CH2:44][CH2:43][O:42][CH2:41][CH2:40]2)[N:34]=1)=[O:32].C(N(C(C)C)C(C)C)C.ClP(N1CCOC1=O)(N1CCOC1=O)=O. Product: [CH3:29][O:30][C:31]([C:33]1[C:37]([NH:38][C:23](=[O:25])[C:22]2[CH:26]=[CH:27][CH:28]=[C:20]([C:18]3[CH:17]=[N:16][N:15]([CH2:14][CH2:13][CH2:12][CH2:11][CH2:10][NH:9][C:7]([O:6][C:2]([CH3:3])([CH3:4])[CH3:5])=[O:8])[CH:19]=3)[CH:21]=2)=[CH:36][N:35]([CH:39]2[CH2:44][CH2:43][O:42][CH2:41][CH2:40]2)[N:34]=1)=[O:32]. The catalyst class is: 2. (4) Reactant: [C:1]([CH2:3][C:4]([OH:6])=O)#[N:2].ON1C2C=CC=CC=2N=N1.Cl.C(N=C=NCCCN(C)C)C.C(N(CC)CC)C.Cl.Cl.[F:38][C:39]([F:62])([F:61])[C:40]1[CH:41]=[C:42]([N:46]2[CH2:51][CH2:50][N:49]([CH2:52][CH2:53][C@@H:54]3[CH2:59][CH2:58][C@H:57]([NH2:60])[CH2:56][CH2:55]3)[CH2:48][CH2:47]2)[CH:43]=[CH:44][CH:45]=1. Product: [C:1]([CH2:3][C:4]([NH:60][CH:57]1[CH2:58][CH2:59][CH:54]([CH2:53][CH2:52][N:49]2[CH2:48][CH2:47][N:46]([C:42]3[CH:43]=[CH:44][CH:45]=[C:40]([C:39]([F:62])([F:61])[F:38])[CH:41]=3)[CH2:51][CH2:50]2)[CH2:55][CH2:56]1)=[O:6])#[N:2]. The catalyst class is: 4. (5) Reactant: [CH3:1][O:2][C:3](=[O:15])[C:4]1[CH:9]=[C:8](I)[C:7]([CH:11]([F:13])[CH3:12])=[CH:6][C:5]=1[NH2:14].[CH:16]([N:19]1[C:23]([Sn](CCCC)(CCCC)CCCC)=[CH:22][CH:21]=[N:20]1)([CH3:18])[CH3:17]. Product: [CH3:1][O:2][C:3](=[O:15])[C:4]1[CH:9]=[C:8]([C:23]2[N:19]([CH:16]([CH3:18])[CH3:17])[N:20]=[CH:21][CH:22]=2)[C:7]([CH:11]([F:13])[CH3:12])=[CH:6][C:5]=1[NH2:14]. The catalyst class is: 184.